Regression. Given two drug SMILES strings and cell line genomic features, predict the synergy score measuring deviation from expected non-interaction effect. From a dataset of NCI-60 drug combinations with 297,098 pairs across 59 cell lines. (1) Drug 1: C1CCC(C1)C(CC#N)N2C=C(C=N2)C3=C4C=CNC4=NC=N3. Drug 2: C1=C(C(=O)NC(=O)N1)F. Cell line: NCI-H322M. Synergy scores: CSS=41.2, Synergy_ZIP=7.89, Synergy_Bliss=10.1, Synergy_Loewe=7.08, Synergy_HSA=10.1. (2) Drug 1: CNC(=O)C1=CC=CC=C1SC2=CC3=C(C=C2)C(=NN3)C=CC4=CC=CC=N4. Drug 2: CN(C)C1=NC(=NC(=N1)N(C)C)N(C)C. Cell line: SR. Synergy scores: CSS=61.2, Synergy_ZIP=1.72, Synergy_Bliss=0.561, Synergy_Loewe=-2.66, Synergy_HSA=2.94. (3) Drug 1: CCC1(CC2CC(C3=C(CCN(C2)C1)C4=CC=CC=C4N3)(C5=C(C=C6C(=C5)C78CCN9C7C(C=CC9)(C(C(C8N6C)(C(=O)OC)O)OC(=O)C)CC)OC)C(=O)OC)O.OS(=O)(=O)O. Drug 2: C1=CC=C(C(=C1)C(C2=CC=C(C=C2)Cl)C(Cl)Cl)Cl. Cell line: MDA-MB-435. Synergy scores: CSS=13.8, Synergy_ZIP=-4.71, Synergy_Bliss=-2.83, Synergy_Loewe=-16.5, Synergy_HSA=-2.51. (4) Drug 1: C1CC(CCC1OC2=C(C(=CC=C2)Cl)F)(CC3=NC(=CC=C3)NC4=NC=CS4)C(=O)O. Drug 2: C1=CC(=C(C=C1I)F)NC2=C(C=CC(=C2F)F)C(=O)NOCC(CO)O. Cell line: HCT116. Synergy scores: CSS=61.1, Synergy_ZIP=9.37, Synergy_Bliss=8.24, Synergy_Loewe=-5.93, Synergy_HSA=15.5. (5) Drug 1: CN1C2=C(C=C(C=C2)N(CCCl)CCCl)N=C1CCCC(=O)O.Cl. Drug 2: CC12CCC3C(C1CCC2OP(=O)(O)O)CCC4=C3C=CC(=C4)OC(=O)N(CCCl)CCCl.[Na+]. Cell line: COLO 205. Synergy scores: CSS=0.397, Synergy_ZIP=8.51, Synergy_Bliss=2.52, Synergy_Loewe=-14.0, Synergy_HSA=-0.961. (6) Drug 1: C1=CC=C(C=C1)NC(=O)CCCCCCC(=O)NO. Drug 2: B(C(CC(C)C)NC(=O)C(CC1=CC=CC=C1)NC(=O)C2=NC=CN=C2)(O)O. Cell line: A498. Synergy scores: CSS=49.5, Synergy_ZIP=-1.83, Synergy_Bliss=-0.937, Synergy_Loewe=-8.91, Synergy_HSA=-0.876.